From a dataset of Forward reaction prediction with 1.9M reactions from USPTO patents (1976-2016). Predict the product of the given reaction. (1) Given the reactants N[C:2](N)=[S:3].[N+]([O-])([O-])=O.[NH4+].O1[CH2:27][CH:11]1[CH2:12][S:13][CH2:14][CH:15]1[CH2:20][CH2:19][CH:18]([CH2:21][S:22][CH2:23][CH:24]2OC2)[CH2:17][CH2:16]1.[S:28](=O)(=O)(O)O, predict the reaction product. The product is: [S:3]1[CH2:2][CH:24]1[CH2:23][S:22][CH2:21][CH:18]1[CH2:19][CH2:20][CH:15]([CH2:14][S:13][CH2:12][CH:11]2[S:28][CH2:27]2)[CH2:16][CH2:17]1. (2) Given the reactants [CH3:1][Si:2]([CH3:9])([CH3:8])N[Si:2]([CH3:9])([CH3:8])[CH3:1].[CH3:10][CH:11]1[C:15](=[O:16])[CH2:14][CH2:13][C:12]1=[O:17], predict the reaction product. The product is: [CH3:10][C:11]1[C:15](=[O:16])[CH2:14][CH2:13][C:12]=1[O:17][Si:2]([CH3:9])([CH3:8])[CH3:1]. (3) Given the reactants [CH:1]([N:4]1[CH:8]=[C:7]([N+:9]([O-:11])=[O:10])[CH:6]=[N:5]1)([CH3:3])[CH3:2].C[Si]([N-][Si](C)(C)C)(C)C.[Li+].[Cl:22]C(Cl)(Cl)C(Cl)(Cl)Cl, predict the reaction product. The product is: [Cl:22][C:8]1[N:4]([CH:1]([CH3:3])[CH3:2])[N:5]=[CH:6][C:7]=1[N+:9]([O-:11])=[O:10]. (4) Given the reactants [CH3:1][S:2](Cl)(=[O:4])=[O:3].[F:6][C:7]1[CH:8]=[C:9]([C@H:14]2[CH2:19][C@@H:18]([CH2:20][OH:21])[CH2:17][CH2:16][N:15]2[C:22]([O:24][CH2:25][C:26]2[CH:31]=[CH:30][CH:29]=[CH:28][CH:27]=2)=[O:23])[CH:10]=[CH:11][C:12]=1[F:13].C(N(CC)CC)C.N12CCN(CC1)CC2, predict the reaction product. The product is: [F:6][C:7]1[CH:8]=[C:9]([C@H:14]2[CH2:19][C@@H:18]([CH2:20][O:21][S:2]([CH3:1])(=[O:4])=[O:3])[CH2:17][CH2:16][N:15]2[C:22]([O:24][CH2:25][C:26]2[CH:27]=[CH:28][CH:29]=[CH:30][CH:31]=2)=[O:23])[CH:10]=[CH:11][C:12]=1[F:13]. (5) Given the reactants [OH:1][CH:2]([C:11]1[CH:20]=[CH:19][C:18]2[C:13](=[CH:14][CH:15]=[CH:16][CH:17]=2)[C:12]=1[N+:21]([O-:23])=[O:22])[C:3]1[CH:4]=[C:5]([CH:8]=[CH:9][CH:10]=1)[C:6]#[N:7].[Cr](O[Cr]([O-])(=O)=O)([O-])(=O)=O.[NH+]1C=CC=CC=1.[NH+]1C=CC=CC=1, predict the reaction product. The product is: [N+:21]([C:12]1[C:13]2[C:18](=[CH:17][CH:16]=[CH:15][CH:14]=2)[CH:19]=[CH:20][C:11]=1[C:2]([C:3]1[CH:4]=[C:5]([CH:8]=[CH:9][CH:10]=1)[C:6]#[N:7])=[O:1])([O-:23])=[O:22]. (6) Given the reactants Cl.CN(C=[N:6][C:7]1[C:12]([F:13])=[CH:11][N:10]=[C:9]([O:14][S:15]([C:18]2[CH:23]=[CH:22][CH:21]=[CH:20][CH:19]=2)(=[O:17])=[O:16])[N:8]=1)C, predict the reaction product. The product is: [NH2:6][C:7]1[C:12]([F:13])=[CH:11][N:10]=[C:9]([O:14][S:15]([C:18]2[CH:23]=[CH:22][CH:21]=[CH:20][CH:19]=2)(=[O:17])=[O:16])[N:8]=1. (7) Given the reactants [F:1][C:2]1[CH:3]=[C:4]([CH:13]=[CH:14][CH:15]=1)[O:5][C:6]1[O:10][C:9]([CH:11]=[O:12])=[CH:8][CH:7]=1.[BH4-].[Na+].O.C(OCC)(=O)C, predict the reaction product. The product is: [F:1][C:2]1[CH:3]=[C:4]([CH:13]=[CH:14][CH:15]=1)[O:5][C:6]1[O:10][C:9]([CH2:11][OH:12])=[CH:8][CH:7]=1. (8) Given the reactants CO[C:3](=[O:13])[CH:4](O)[C:5]1[CH:10]=[CH:9][C:8]([F:11])=[CH:7][CH:6]=1.[F:14][C:15]1[CH:20]=[CH:19][C:18]([SH:21])=[CH:17][CH:16]=1.[NH2:22][C:23]1[CH:28]=[CH:27][CH:26]=[CH:25][N:24]=1, predict the reaction product. The product is: [F:11][C:8]1[CH:7]=[CH:6][C:5]([CH:4]([S:21][C:18]2[CH:19]=[CH:20][C:15]([F:14])=[CH:16][CH:17]=2)[C:3]([NH:22][C:23]2[CH:28]=[CH:27][CH:26]=[CH:25][N:24]=2)=[O:13])=[CH:10][CH:9]=1.